This data is from Forward reaction prediction with 1.9M reactions from USPTO patents (1976-2016). The task is: Predict the product of the given reaction. (1) Given the reactants [Br:1][C:2]1[CH:3]=[C:4]2[C:9](=[CH:10][CH:11]=1)[N:8]=[CH:7][C:6]([C:12](=[O:16])[CH2:13][CH2:14][CH3:15])=[C:5]2Cl.[NH2:18][C:19]1[CH:20]=[CH:21][C:22]([N:25]2[CH2:30][CH2:29][N:28]([C:31]([O:33][C:34]([CH3:37])([CH3:36])[CH3:35])=[O:32])[CH2:27][CH2:26]2)=[N:23][CH:24]=1, predict the reaction product. The product is: [Br:1][C:2]1[CH:3]=[C:4]2[C:9](=[CH:10][CH:11]=1)[N:8]=[CH:7][C:6]([C:12](=[O:16])[CH2:13][CH2:14][CH3:15])=[C:5]2[NH:18][C:19]1[CH:20]=[CH:21][C:22]([N:25]2[CH2:30][CH2:29][N:28]([C:31]([O:33][C:34]([CH3:37])([CH3:36])[CH3:35])=[O:32])[CH2:27][CH2:26]2)=[N:23][CH:24]=1. (2) The product is: [C:35]([N:29]1[CH2:30][CH:27]([C:25]([NH:24][C:20]2[CH:21]=[C:22]([CH3:23])[N:18]([CH2:17][C:4]3[C:5]4[O:9][C:8]([C:10]5[CH:15]=[CH:14][CH:13]=[CH:12][CH:11]=5)=[CH:7][C:6]=4[CH:16]=[C:2]([Cl:1])[CH:3]=3)[N:19]=2)=[O:26])[CH2:28]1)(=[O:36])[CH3:34]. Given the reactants [Cl:1][C:2]1[CH:3]=[C:4]([CH2:17][N:18]2[C:22]([CH3:23])=[CH:21][C:20]([NH:24][C:25]([CH:27]3[CH2:30][NH:29][CH2:28]3)=[O:26])=[N:19]2)[C:5]2[O:9][C:8]([C:10]3[CH:15]=[CH:14][CH:13]=[CH:12][CH:11]=3)=[CH:7][C:6]=2[CH:16]=1.C(N1CC[O:36][CH2:35][CH2:34]1)C.C(OC(=O)C)(=O)C, predict the reaction product. (3) Given the reactants [CH3:1][C:2]1([CH3:9])[O:6][C@@H:5]([CH2:7][OH:8])[CH2:4][O:3]1.C(N(CC)CC)C.[CH3:17][S:18](Cl)(=[O:20])=[O:19], predict the reaction product. The product is: [CH3:1][C:2]1([CH3:9])[O:6][C@@H:5]([CH2:7][O:8][S:18]([CH3:17])(=[O:20])=[O:19])[CH2:4][O:3]1. (4) Given the reactants C([Li])CCC.Br[C:7]1[CH:12]=[CH:11][C:10]([C:13]2[NH:14][C:15]([C:27]3[CH:32]=[CH:31][C:30]([Cl:33])=[CH:29][CH:28]=3)([CH3:26])[C:16]([C:19]3[CH:24]=[CH:23][C:22]([Cl:25])=[CH:21][CH:20]=3)([CH3:18])[N:17]=2)=[C:9]([O:34][CH2:35][CH3:36])[CH:8]=1.[CH3:37][C:38]([CH3:40])=[O:39], predict the reaction product. The product is: [Cl:25][C:22]1[CH:23]=[CH:24][C:19]([C@@:16]2([CH3:18])[C@:15]([C:27]3[CH:32]=[CH:31][C:30]([Cl:33])=[CH:29][CH:28]=3)([CH3:26])[NH:14][C:13]([C:10]3[CH:11]=[CH:12][C:7]([C:38]([OH:39])([CH3:40])[CH3:37])=[CH:8][C:9]=3[O:34][CH2:35][CH3:36])=[N:17]2)=[CH:20][CH:21]=1. (5) Given the reactants [CH:1]1([CH2:7][CH2:8][C:9]([C:11]2[CH:16]=[C:15]([O:17][CH3:18])[C:14]([CH3:19])=[CH:13][C:12]=2[O:20][CH3:21])=[O:10])[CH2:6][CH2:5][CH2:4][CH2:3][CH2:2]1.C1(CC2C(C3C=C(OC)C(C)=CC=3OC)=NC(N)=NC=2)CCCCC1.C(O[CH:52](N(C)C)[N:53]([CH3:55])[CH3:54])(C)(C)C, predict the reaction product. The product is: [CH:1]1([CH2:7][C:8](=[CH:52][N:53]([CH3:55])[CH3:54])[C:9]([C:11]2[CH:16]=[C:15]([O:17][CH3:18])[C:14]([CH3:19])=[CH:13][C:12]=2[O:20][CH3:21])=[O:10])[CH2:6][CH2:5][CH2:4][CH2:3][CH2:2]1. (6) Given the reactants [NH:1]1[CH:5]=[CH:4][C:3]([NH2:6])=[N:2]1.C(N(CC)CC)C.[Cl:14][C:15]1[CH:23]=[CH:22][CH:21]=[CH:20][C:16]=1[C:17](Cl)=[O:18], predict the reaction product. The product is: [Cl:14][C:15]1[CH:23]=[CH:22][CH:21]=[CH:20][C:16]=1[C:17]([NH:6][C:3]1[CH:4]=[CH:5][NH:1][N:2]=1)=[O:18]. (7) Given the reactants [C:1]([N:8]1[CH2:13][CH2:12][NH:11][C@@H:10]([CH3:14])[CH2:9]1)([O:3][C:4]([CH3:7])([CH3:6])[CH3:5])=[O:2].Cl[C:16]1[C:17]2[CH:24]=[C:23]([CH2:25][CH3:26])[S:22][C:18]=2[N:19]=[CH:20][N:21]=1, predict the reaction product. The product is: [CH2:25]([C:23]1[S:22][C:18]2[N:19]=[CH:20][N:21]=[C:16]([N:11]3[CH2:12][CH2:13][N:8]([C:1]([O:3][C:4]([CH3:7])([CH3:6])[CH3:5])=[O:2])[CH2:9][C@@H:10]3[CH3:14])[C:17]=2[CH:24]=1)[CH3:26]. (8) The product is: [C:30]1([CH2:36][C:37]#[C:2][CH2:3][N:8]2[CH2:12][CH2:11][CH:10]([S:13]([C:16]3[CH:21]=[CH:20][C:19]([OH:22])=[CH:18][CH:17]=3)(=[O:15])=[O:14])[CH2:9]2)[CH:35]=[CH:34][CH:33]=[CH:32][CH:31]=1. Given the reactants F[C:2](F)(F)[C:3](O)=O.[NH:8]1[CH2:12][CH2:11][CH:10]([S:13]([C:16]2[CH:21]=[CH:20][C:19]([OH:22])=[CH:18][CH:17]=2)(=[O:15])=[O:14])[CH2:9]1.C([O-])(O)=O.[Na+].C=O.[C:30]1([CH2:36][C:37]#C)[CH:35]=[CH:34][CH:33]=[CH:32][CH:31]=1, predict the reaction product. (9) Given the reactants [CH2:1]([O:8][C:9]1[CH:10]=[C:11]([CH:24]=[C:25]([O:27][CH2:28][C:29]2[CH:34]=[CH:33][CH:32]=[CH:31][CH:30]=2)[CH:26]=1)[C:12]1[O:13][C:14]2[C:19]([C:20](=[O:22])[CH:21]=1)=[CH:18][CH:17]=[C:16]([OH:23])[CH:15]=2)[C:2]1[CH:7]=[CH:6][CH:5]=[CH:4][CH:3]=1.[CH2:35]1[O:37][C@H:36]1[CH2:38]Cl.[OH-].[Na+], predict the reaction product. The product is: [O:37]1[CH2:35][C@H:36]1[CH2:38][O:23][C:16]1[CH:15]=[C:14]2[C:19]([C:20](=[O:22])[CH:21]=[C:12]([C:11]3[CH:10]=[C:9]([O:8][CH2:1][C:2]4[CH:3]=[CH:4][CH:5]=[CH:6][CH:7]=4)[CH:26]=[C:25]([O:27][CH2:28][C:29]4[CH:34]=[CH:33][CH:32]=[CH:31][CH:30]=4)[CH:24]=3)[O:13]2)=[CH:18][CH:17]=1.